Task: Predict the reaction yield, written as a fraction of the theoretical maximum amount of product (1.0 means a 100% yield; for example, 0.34 means a 34% yield).. Dataset: Reaction yield outcomes from USPTO patents with 853,638 reactions (1) The reactants are [CH:1]([N:4]1[C:12]2[C:7](=[CH:8][CH:9]=[CH:10][CH:11]=2)[C:6]([C:13](=[O:33])[C:14]([NH:16][CH:17]2[CH2:22][CH2:21][N:20]([CH2:23][CH2:24][NH:25]C(=O)OC(C)(C)C)[CH2:19][CH2:18]2)=[O:15])=[CH:5]1)([CH3:3])[CH3:2].[ClH:34].CO. No catalyst specified. The product is [ClH:34].[NH2:25][CH2:24][CH2:23][N:20]1[CH2:21][CH2:22][CH:17]([NH:16][C:14](=[O:15])[C:13]([C:6]2[C:7]3[C:12](=[CH:11][CH:10]=[CH:9][CH:8]=3)[N:4]([CH:1]([CH3:2])[CH3:3])[CH:5]=2)=[O:33])[CH2:18][CH2:19]1. The yield is 1.00. (2) The catalyst is C1COCC1. The yield is 0.860. The reactants are [CH2:1]([O:3][C:4](=[O:30])[C:5](=P(C1C=CC=CC=1)(C1C=CC=CC=1)C1C=CC=CC=1)[CH2:6][C:7]([F:10])([F:9])[F:8])[CH3:2].O.[F:32][C:33]([F:37])([F:36])[CH:34]=O. The product is [CH2:1]([O:3][C:4](=[O:30])[C:5]([CH2:6][C:7]([F:8])([F:9])[F:10])=[CH:34][C:33]([F:37])([F:36])[F:32])[CH3:2]. (3) The reactants are [NH2:1][C:2]1[C:11]2[C:6](=[C:7](I)[C:8]([F:12])=[CH:9][CH:10]=2)[N:5]=[N:4][C:3]=1[C:14]([NH:16][CH:17]1[CH2:19][CH2:18]1)=[O:15].[F:20][C:21]1[CH:22]=[C:23](B(O)O)[CH:24]=[N:25][C:26]=1[O:27][CH3:28]. No catalyst specified. The product is [NH2:1][C:2]1[C:11]2[C:6](=[C:7]([C:23]3[CH:24]=[N:25][C:26]([O:27][CH3:28])=[C:21]([F:20])[CH:22]=3)[C:8]([F:12])=[CH:9][CH:10]=2)[N:5]=[N:4][C:3]=1[C:14]([NH:16][CH:17]1[CH2:19][CH2:18]1)=[O:15]. The yield is 0.610. (4) The reactants are [Cl:1][C:2]1[N:3]=[C:4]([C:7]2[CH:8]=[N:9][CH:10]=[CH:11][CH:12]=2)[S:5][CH:6]=1.OS(O)(=O)=O.[N+:18]([O-])([OH:20])=[O:19].C([O-])(O)=O.[Na+]. No catalyst specified. The product is [Cl:1][C:2]1[N:3]=[C:4]([C:7]2[CH:8]=[N:9][CH:10]=[CH:11][CH:12]=2)[S:5][C:6]=1[N+:18]([O-:20])=[O:19]. The yield is 0.800. (5) The reactants are Cl[C:2]1[CH:18]=[CH:17][C:5]([CH2:6][CH2:7][N:8]2[C:13](=[O:14])[NH:12][C:11](=[O:15])[C:10]([OH:16])=[N:9]2)=[CH:4][CH:3]=1. The catalyst is CO. The product is [OH:16][C:10]1[C:11](=[O:15])[NH:12][C:13](=[O:14])[N:8]([CH2:7][C:6]2[C:5]3[C:4](=[CH:3][CH:2]=[CH:18][CH:17]=3)[CH:18]=[CH:2][C:3]=2[CH3:4])[N:9]=1. The yield is 0.270. (6) The product is [F:23][C:22]([F:25])([F:24])[C:20]([OH:26])=[O:21].[NH2:12][C@@H:5]([CH2:4][CH:1]1[CH2:2][CH2:3]1)/[CH:6]=[CH:7]/[C:8]([O:10][CH3:11])=[O:9]. The catalyst is C(Cl)Cl. The reactants are [CH:1]1([CH2:4][C@H:5]([NH:12]C(OC(C)(C)C)=O)/[CH:6]=[CH:7]/[C:8]([O:10][CH3:11])=[O:9])[CH2:3][CH2:2]1.[C:20]([OH:26])([C:22]([F:25])([F:24])[F:23])=[O:21]. The yield is 0.670. (7) The reactants are [F:1][C:2]([F:7])([F:6])[C:3]([OH:5])=[O:4].[CH2:8]([S:10]([N:13]1[CH2:18][CH2:17][CH:16]([C:19]2[C:27]3[C:22](=[C:23]([C:43]([NH2:45])=[O:44])[CH:24]=[C:25]([C:28]4[CH:33]=[C:32]([CH2:34][NH:35][CH2:36][C@@H:37]5[CH2:41]CCO5)[CH:31]=[C:30]([F:42])[CH:29]=4)[CH:26]=3)[NH:21][CH:20]=2)[CH2:15][CH2:14]1)(=[O:12])=[O:11])[CH3:9].O1CC[CH2:48][C@H:47]1CN. No catalyst specified. The product is [F:1][C:2]([F:7])([F:6])[C:3]([OH:5])=[O:4].[CH2:8]([S:10]([N:13]1[CH2:14][CH2:15][CH:16]([C:19]2[C:27]3[C:22](=[C:23]([C:43]([NH2:45])=[O:44])[CH:24]=[C:25]([C:28]4[CH:33]=[C:32]([CH2:34][NH:35][CH2:36][CH:37]([CH3:41])[CH2:47][CH3:48])[CH:31]=[C:30]([F:42])[CH:29]=4)[CH:26]=3)[NH:21][CH:20]=2)[CH2:17][CH2:18]1)(=[O:12])=[O:11])[CH3:9]. The yield is 0.545. (8) The reactants are Cl.[Cl:2][C:3]1[CH:8]=[CH:7][N:6]=[C:5]([C:9]([O:11]C)=O)[CH:4]=1.[NH2:13][CH2:14][CH2:15][N:16]1[CH2:21][CH2:20][O:19][CH2:18][CH2:17]1.O. The catalyst is C1COCC1. The product is [Cl:2][C:3]1[CH:8]=[CH:7][N:6]=[C:5]([C:9](=[O:11])[NH:13][CH2:14][CH2:15][N:16]2[CH2:21][CH2:20][O:19][CH2:18][CH2:17]2)[CH:4]=1. The yield is 0.950. (9) The reactants are COC(C1C=C(O)C2C(=C(N)C=CC=2)N=1)=O.C[O:18][C:19]([C:21]1[CH:30]=[C:29]([OH:31])[C:28]2[C:23](=[C:24]([O:38]CC3C=CC=CC=3)[CH:25]=[C:26]([C:32]3[CH:33]=[N:34][CH:35]=[CH:36][CH:37]=3)[CH:27]=2)[N:22]=1)=[O:20]. No catalyst specified. The product is [OH:31][C:29]1[C:28]2[C:23](=[C:24]([OH:38])[CH:25]=[C:26]([C:32]3[CH:33]=[N:34][CH:35]=[CH:36][CH:37]=3)[CH:27]=2)[N:22]=[C:21]([C:19]([OH:20])=[O:18])[CH:30]=1. The yield is 0.700. (10) The reactants are Br[C:2]1[CH:3]=[C:4]([C:7]([O:9][CH3:10])=[O:8])[S:5][CH:6]=1.C([O-])([O-])=O.[K+].[K+].[CH3:17][N:18]1[C:22](B2OC(C)(C)C(C)(C)O2)=[CH:21][CH:20]=[N:19]1. The catalyst is O1CCOCC1.O.C1C=CC([P]([Pd]([P](C2C=CC=CC=2)(C2C=CC=CC=2)C2C=CC=CC=2)([P](C2C=CC=CC=2)(C2C=CC=CC=2)C2C=CC=CC=2)[P](C2C=CC=CC=2)(C2C=CC=CC=2)C2C=CC=CC=2)(C2C=CC=CC=2)C2C=CC=CC=2)=CC=1. The product is [CH3:17][N:18]1[C:22]([C:2]2[CH:3]=[C:4]([C:7]([O:9][CH3:10])=[O:8])[S:5][CH:6]=2)=[CH:21][CH:20]=[N:19]1. The yield is 0.700.